From a dataset of Full USPTO retrosynthesis dataset with 1.9M reactions from patents (1976-2016). Predict the reactants needed to synthesize the given product. (1) Given the product [CH3:30][N:19]([C:14]1[CH:15]=[CH:16][CH:17]=[C:18]2[C:13]=1[C:12]([CH3:31])=[N:11][NH:10]2)[C:20]1[CH:25]=[CH:24][N:23]=[C:22]([NH:40][C:39]2[CH:41]=[CH:42][CH:43]=[C:37]([S:34]([CH3:33])(=[O:36])=[O:35])[CH:38]=2)[N:21]=1, predict the reactants needed to synthesize it. The reactants are: COC1C=CC(C[N:10]2[C:18]3[CH:17]=[CH:16][CH:15]=[C:14]([N:19]([CH3:30])[C:20]4[CH:25]=[CH:24][N:23]=[C:22](S(C)(=O)=O)[N:21]=4)[C:13]=3[C:12]([CH3:31])=[N:11]2)=CC=1.Cl.[CH3:33][S:34]([C:37]1[CH:38]=[C:39]([CH:41]=[CH:42][CH:43]=1)[NH2:40])(=[O:36])=[O:35]. (2) Given the product [F:23][C:2]([F:1])([F:24])[C:3]1[CH:8]=[C:7]([C:9]([F:12])([F:11])[F:10])[CH:6]=[CH:5][C:4]=1[CH:13]([N:15]1[CH2:16][CH2:17][CH:18]([CH2:21][OH:22])[CH2:19][CH2:20]1)[CH3:14], predict the reactants needed to synthesize it. The reactants are: [F:1][C:2]([F:24])([F:23])[C:3]1[CH:8]=[C:7]([C:9]([F:12])([F:11])[F:10])[CH:6]=[CH:5][C:4]=1[C:13]([N:15]1[CH2:20][CH2:19][CH:18]([CH2:21][OH:22])[CH2:17][CH2:16]1)=[CH2:14].[BH4-].[Na+].C(=O)([O-])O.[Na+]. (3) Given the product [CH2:6]([NH:13][CH2:5][CH:3]([OH:4])[CH2:1][CH3:2])[C:7]1[CH:12]=[CH:11][CH:10]=[CH:9][CH:8]=1, predict the reactants needed to synthesize it. The reactants are: [CH2:1]([CH:3]1[CH2:5][O:4]1)[CH3:2].[CH2:6]([NH2:13])[C:7]1[CH:12]=[CH:11][CH:10]=[CH:9][CH:8]=1.FC(F)(F)S([O-])(=O)=O.[Ca+2].FC(F)(F)S([O-])(=O)=O.